This data is from Reaction yield outcomes from USPTO patents with 853,638 reactions. The task is: Predict the reaction yield, written as a fraction of the theoretical maximum amount of product (1.0 means a 100% yield; for example, 0.34 means a 34% yield). (1) The reactants are [C:1]([O:5][C:6]([N:8]1[C:16]2[C:11](=[CH:12][C:13]([CH2:17]Cl)=[CH:14][CH:15]=2)[CH:10]=[CH:9]1)=[O:7])([CH3:4])([CH3:3])[CH3:2].[CH:19]1([OH:25])[CH2:24][CH2:23][CH2:22][CH2:21][CH2:20]1. The catalyst is C(OCC)C. The product is [C:6]([N:8]1[C:16]2[C:11](=[CH:12][C:13]([CH2:17][O:25][CH:19]3[CH2:24][CH2:23][CH2:22][CH2:21][CH2:20]3)=[CH:14][CH:15]=2)[CH:10]=[CH:9]1)([O:5][C:1]([CH3:4])([CH3:3])[CH3:2])=[O:7]. The yield is 0.280. (2) The reactants are [N+:1]([C:4]1[C:9]2[N:10]=[C:11]([CH2:13][N:14]3[CH2:19][CH2:18][N:17]([C:20]([O:22][C:23]([CH3:26])([CH3:25])[CH3:24])=[O:21])[CH2:16][CH2:15]3)[O:12][C:8]=2[CH:7]=[CH:6][CH:5]=1)([O-])=O.[H][H]. The catalyst is CO.[Pd]. The product is [NH2:1][C:4]1[C:9]2[N:10]=[C:11]([CH2:13][N:14]3[CH2:19][CH2:18][N:17]([C:20]([O:22][C:23]([CH3:26])([CH3:25])[CH3:24])=[O:21])[CH2:16][CH2:15]3)[O:12][C:8]=2[CH:7]=[CH:6][CH:5]=1. The yield is 0.910. (3) The reactants are Cl[C:2]1[N:7]=[CH:6][N:5]=[C:4]([C:8]([NH:10][C:11]2[CH:12]=[C:13]3[C:17](=[CH:18][CH:19]=2)[NH:16][N:15]=[CH:14]3)=[O:9])[CH:3]=1.[CH:20]1([NH:25][CH2:26][CH:27]([CH3:29])[CH3:28])[CH2:24][CH2:23][CH2:22][CH2:21]1. No catalyst specified. The product is [CH:20]1([N:25]([CH2:26][CH:27]([CH3:29])[CH3:28])[C:2]2[N:7]=[CH:6][N:5]=[C:4]([C:8]([NH:10][C:11]3[CH:12]=[C:13]4[C:17](=[CH:18][CH:19]=3)[NH:16][N:15]=[CH:14]4)=[O:9])[CH:3]=2)[CH2:24][CH2:23][CH2:22][CH2:21]1. The yield is 0.780.